This data is from Reaction yield outcomes from USPTO patents with 853,638 reactions. The task is: Predict the reaction yield, written as a fraction of the theoretical maximum amount of product (1.0 means a 100% yield; for example, 0.34 means a 34% yield). (1) The reactants are C[Si]([C:5]#[N:6])(C)C.[CH3:7][O:8][CH:9](OC)[C:10]1[N:11]=[C:12]([C:15]2[CH:20]=[CH:19][C:18]([F:21])=[CH:17][CH:16]=2)[O:13][CH:14]=1.B(F)(F)F.CCOCC. No catalyst specified. The product is [F:21][C:18]1[CH:17]=[CH:16][C:15]([C:12]2[O:13][CH:14]=[C:10]([CH:9]([O:8][CH3:7])[C:5]#[N:6])[N:11]=2)=[CH:20][CH:19]=1. The yield is 0.160. (2) The reactants are Cl.[CH2:2]([O:4][C:5]([C:7]1[CH:8]=[N:9][C:10]2[C:15]([CH:16]=1)=[CH:14][CH:13]=[C:12]([N:17]=C(C1C=CC=CC=1)C1C=CC=CC=1)[CH:11]=2)=[O:6])[CH3:3]. The catalyst is C(O)C. The product is [CH2:2]([O:4][C:5]([C:7]1[CH:8]=[N:9][C:10]2[C:15]([CH:16]=1)=[CH:14][CH:13]=[C:12]([NH2:17])[CH:11]=2)=[O:6])[CH3:3]. The yield is 0.680. (3) The reactants are Cl[C:2]1[CH:7]=[CH:6][C:5]([N+:8]([O-:10])=[O:9])=[CH:4][CH:3]=1.[NH:11]1[CH2:16][CH2:15][S:14][CH2:13][CH2:12]1. The catalyst is C(O)CCC. The product is [N+:8]([C:5]1[CH:6]=[CH:7][C:2]([N:11]2[CH2:16][CH2:15][S:14][CH2:13][CH2:12]2)=[CH:3][CH:4]=1)([O-:10])=[O:9]. The yield is 0.760. (4) The reactants are [C:1]([O:5][C:6](=[O:27])[CH2:7][CH2:8][C:9]1[CH:14]=[CH:13][C:12]([OH:15])=[CH:11][C:10]=1[CH2:16][O:17][C:18](=[O:26])[NH:19][CH:20]1[CH2:25][CH2:24][CH2:23][CH2:22][CH2:21]1)([CH3:4])([CH3:3])[CH3:2].Br[CH2:29][CH2:30][CH2:31][O:32][C:33]1[CH:38]=[CH:37][C:36]([C:39]2[CH:44]=[CH:43][CH:42]=[CH:41][CH:40]=2)=[CH:35][CH:34]=1.C(=O)([O-])[O-].[K+].[K+].C(OCC)(=O)C. The catalyst is C(#N)C.O. The product is [C:1]([O:5][C:6](=[O:27])[CH2:7][CH2:8][C:9]1[CH:14]=[CH:13][C:12]([O:15][CH2:29][CH2:30][CH2:31][O:32][C:33]2[CH:38]=[CH:37][C:36]([C:39]3[CH:44]=[CH:43][CH:42]=[CH:41][CH:40]=3)=[CH:35][CH:34]=2)=[CH:11][C:10]=1[CH2:16][O:17][C:18](=[O:26])[NH:19][CH:20]1[CH2:25][CH2:24][CH2:23][CH2:22][CH2:21]1)([CH3:4])([CH3:2])[CH3:3]. The yield is 0.650. (5) The catalyst is C1COCC1. The reactants are [Br:1][CH2:2][CH2:3][C:4]1[C:12]2[C:7](=[CH:8][CH:9]=[CH:10][CH:11]=2)[NH:6][CH:5]=1.[Cl:13][C:14]1[N:15]=[C:16]2[N:20]([C:21]=1[S:22](Cl)(=[O:24])=[O:23])[CH:19]=[CH:18][S:17]2.CC(C)([O-])C.[K+]. The yield is 0.580. The product is [Br:1][CH2:2][CH2:3][C:4]1[C:12]2[C:7](=[CH:8][CH:9]=[CH:10][CH:11]=2)[N:6]([S:22]([C:21]2[N:20]3[C:16]([S:17][CH:18]=[CH:19]3)=[N:15][C:14]=2[Cl:13])(=[O:23])=[O:24])[CH:5]=1. (6) The reactants are C1N2CN3CN(C2)CN1C3.[F:11][C:12]1[CH:17]=[CH:16][CH:15]=[C:14]([O:18][CH3:19])[C:13]=1[OH:20].FC(F)(F)[C:23](O)=[O:24]. No catalyst specified. The product is [F:11][C:12]1[C:13]([OH:20])=[C:14]([O:18][CH3:19])[CH:15]=[CH:16][C:17]=1[CH:23]=[O:24]. The yield is 0.650. (7) The reactants are [O:1]=[C:2]1[O:6][N:5]=[C:4]([C:7]2[CH:12]=[CH:11][CH:10]=[CH:9][C:8]=2[C:13]2[CH:18]=[CH:17][C:16]([CH2:19][C:20]3[C:21](=[O:46])[N:22]([C@H:32]4[CH2:37][CH2:36][C@H:35]([O:38][CH2:39][CH:40]([OH:45])[C:41]([F:44])([F:43])[F:42])[CH2:34][CH2:33]4)[C:23]4[N:24]([N:29]=[CH:30][CH:31]=4)[C:25]=3[CH2:26][CH2:27][CH3:28])=[CH:15][CH:14]=2)[NH:3]1.CC(OI1(OC(C)=O)(OC(C)=O)OC(=O)C2C1=CC=CC=2)=O.C(OCC)(=O)C.S([O-])([O-])(=O)=S.[Na+].[Na+]. The catalyst is C(Cl)Cl.O. The product is [O:1]=[C:2]1[O:6][N:5]=[C:4]([C:7]2[CH:12]=[CH:11][CH:10]=[CH:9][C:8]=2[C:13]2[CH:14]=[CH:15][C:16]([CH2:19][C:20]3[C:21](=[O:46])[N:22]([C@H:32]4[CH2:33][CH2:34][C@H:35]([O:38][CH2:39][C:40](=[O:45])[C:41]([F:42])([F:44])[F:43])[CH2:36][CH2:37]4)[C:23]4[N:24]([N:29]=[CH:30][CH:31]=4)[C:25]=3[CH2:26][CH2:27][CH3:28])=[CH:17][CH:18]=2)[NH:3]1. The yield is 0.730. (8) The reactants are [NH:1]1[C:5]2[N:6]=[CH:7][CH:8]=[C:9]([C:10]#N)[C:4]=2[CH:3]=[CH:2]1.CC(C[Al]CC(C)C)C.CC(C[AlH]CC(C)C)C.Cl.C([O-])(O)=[O:32].[Na+]. The catalyst is C1COCC1. The product is [NH:1]1[C:5]2[N:6]=[CH:7][CH:8]=[C:9]([CH:10]=[O:32])[C:4]=2[CH:3]=[CH:2]1. The yield is 0.520.